From a dataset of Full USPTO retrosynthesis dataset with 1.9M reactions from patents (1976-2016). Predict the reactants needed to synthesize the given product. The reactants are: [CH3:1][N:2]1[CH:6]=[C:5]([N:7]2[CH:11]=[CH:10][C:9]([C:12]([OH:14])=O)=[N:8]2)[CH:4]=[N:3]1.[NH2:15][C@@H:16]([CH3:33])[CH2:17][N:18]1[CH:22]=[CH:21][C:20]([C:23]2[CH:30]=[C:29]([F:31])[C:26]([C:27]#[N:28])=[C:25]([Cl:32])[CH:24]=2)=[N:19]1.CN(C=O)C. Given the product [Cl:32][C:25]1[CH:24]=[C:23]([C:20]2[CH:21]=[CH:22][N:18]([CH2:17][C@@H:16]([NH:15][C:12]([C:9]3[CH:10]=[CH:11][N:7]([C:5]4[CH:4]=[N:3][N:2]([CH3:1])[CH:6]=4)[N:8]=3)=[O:14])[CH3:33])[N:19]=2)[CH:30]=[C:29]([F:31])[C:26]=1[C:27]#[N:28], predict the reactants needed to synthesize it.